From a dataset of Full USPTO retrosynthesis dataset with 1.9M reactions from patents (1976-2016). Predict the reactants needed to synthesize the given product. Given the product [Br:32][C:33]1[CH:34]=[CH:35][CH:36]=[C:37]([CH:39]=[CH:2][O:3][CH3:4])[N:38]=1, predict the reactants needed to synthesize it. The reactants are: [Cl-].[CH3:2][O:3][CH2:4][P+](C1C=CC=CC=1)(C1C=CC=CC=1)C1C=CC=CC=1.[Li+].CC([N-]C(C)C)C.[Br:32][C:33]1[N:38]=[C:37]([CH:39]=O)[CH:36]=[CH:35][CH:34]=1.